From a dataset of Forward reaction prediction with 1.9M reactions from USPTO patents (1976-2016). Predict the product of the given reaction. (1) Given the reactants [F:1][C:2]1[CH:7]=[CH:6][C:5]([C:8]2[C:12]([C:13]3[CH:18]=[CH:17][N:16]=[CH:15][CH:14]=3)=[CH:11][N:10]([CH2:19][CH2:20]O)[C:9]=2[C:22]([OH:24])=[O:23])=[CH:4][CH:3]=1.Cl.CN(C)CCCN=C=NCC.C(N(C(C)C)C(C)C)C, predict the reaction product. The product is: [F:1][C:2]1[CH:7]=[CH:6][C:5]([C:8]2[C:12]([C:13]3[CH:14]=[CH:15][N:16]=[CH:17][CH:18]=3)=[CH:11][N:10]3[CH2:19][CH2:20][O:23][C:22](=[O:24])[C:9]=23)=[CH:4][CH:3]=1. (2) Given the reactants Cl.[Cl:2][C:3]1[CH:4]=[C:5]2[C:9](=[CH:10][CH:11]=1)[NH:8][CH:7]=[C:6]2[CH2:12][CH2:13][NH2:14].[CH3:15][C:16]1[O:17][C:18]([CH3:24])=[C:19]([C:21](Cl)=[O:22])[N:20]=1.C(N(CC)CC)C.C(OCC)(=O)C, predict the reaction product. The product is: [Cl:2][C:3]1[CH:4]=[C:5]2[C:9](=[CH:10][CH:11]=1)[NH:8][CH:7]=[C:6]2[CH2:12][CH2:13][NH:14][C:21]([C:19]1[N:20]=[C:16]([CH3:15])[O:17][C:18]=1[CH3:24])=[O:22].